This data is from Peptide-MHC class II binding affinity with 134,281 pairs from IEDB. The task is: Regression. Given a peptide amino acid sequence and an MHC pseudo amino acid sequence, predict their binding affinity value. This is MHC class II binding data. (1) The peptide sequence is RTLNKIVYIKPAKNI. The MHC is DRB1_1201 with pseudo-sequence DRB1_1201. The binding affinity (normalized) is 0.442. (2) The peptide sequence is AFKVAATAANAAPAN. The MHC is DRB4_0101 with pseudo-sequence DRB4_0103. The binding affinity (normalized) is 0.381. (3) The peptide sequence is NFLGPIAVGGLLMML. The MHC is DRB4_0103 with pseudo-sequence DRB4_0103. The binding affinity (normalized) is 0.657. (4) The peptide sequence is ILGAAVNGKKSAHGS. The MHC is DRB1_1301 with pseudo-sequence DRB1_1301. The binding affinity (normalized) is 0.706. (5) The peptide sequence is AEMETESWIVDRQWA. The MHC is HLA-DQA10201-DQB10402 with pseudo-sequence HLA-DQA10201-DQB10402. The binding affinity (normalized) is 0.